Task: Predict the reactants needed to synthesize the given product.. Dataset: Full USPTO retrosynthesis dataset with 1.9M reactions from patents (1976-2016) (1) The reactants are: [C:1]([CH:5]1[CH2:11][CH2:10][CH:9]2[CH:7]([CH:8]2[C:12]([O:14]CC)=[O:13])[CH2:6]1)([CH3:4])([CH3:3])[CH3:2].C[C@@]12[C@@H](C(OCC)=O)C1C[C@@H]1[C@@H](C1(C)C)C2. Given the product [C:1]([CH:5]1[CH2:11][CH2:10][CH:9]2[CH:7]([CH:8]2[C:12]([OH:14])=[O:13])[CH2:6]1)([CH3:4])([CH3:2])[CH3:3], predict the reactants needed to synthesize it. (2) The reactants are: ClCC1N[C:7](=O)[NH:6][C:5](=[O:10])C=1.[N:11]1[CH:16]=[CH:15][CH:14]=[CH:13][C:12]=1P(C1C=CC=CC=1)C1C=CC=CC=1.[CH:30]1([CH2:34][OH:35])CC[CH2:31]1.[ClH:36]. Given the product [Cl:36][C:31]1[N:11]([CH2:16][CH:15]2[CH2:12][CH2:13][CH2:14]2)[C:5](=[O:10])[N:6]([CH3:7])[C:34](=[O:35])[CH:30]=1, predict the reactants needed to synthesize it. (3) Given the product [CH3:29][C:19]1([CH3:30])[CH:18]([OH:31])[CH2:17][C:16]([CH3:35])([CH3:36])[C:15]2[CH:14]=[C:13](/[CH:12]=[CH:11]/[C:8]3[CH:7]=[CH:6][C:5]([C:4]([OH:37])=[O:3])=[CH:10][CH:9]=3)[C:22]([CH2:23][N:24]3[CH:28]=[CH:27][CH:26]=[N:25]3)=[CH:21][C:20]1=2, predict the reactants needed to synthesize it. The reactants are: C([O:3][C:4](=[O:37])[C:5]1[CH:10]=[CH:9][C:8](/[CH:11]=[CH:12]/[C:13]2[C:22]([CH2:23][N:24]3[CH:28]=[CH:27][CH:26]=[N:25]3)=[CH:21][C:20]3[C:19]([CH3:30])([CH3:29])[CH:18]([O:31]C(=O)C)[CH2:17][C:16]([CH3:36])([CH3:35])[C:15]=3[CH:14]=2)=[CH:7][CH:6]=1)C. (4) Given the product [Cl:1][C:2]1[N:7]=[C:6]([NH:29][CH2:28][C:23]2[CH:24]=[CH:25][CH:26]=[CH:27][N:22]=2)[C:5]2=[C:9]([Cl:12])[CH:10]=[CH:11][N:4]2[N:3]=1, predict the reactants needed to synthesize it. The reactants are: [Cl:1][C:2]1[N:7]=[C:6](Cl)[C:5]2=[C:9]([Cl:12])[CH:10]=[CH:11][N:4]2[N:3]=1.CCN(C(C)C)C(C)C.[N:22]1[CH:27]=[CH:26][CH:25]=[CH:24][C:23]=1[CH2:28][NH2:29]. (5) Given the product [I:10][C:6]1[CH:7]=[CH:8][CH:9]=[C:2]2[C:3]=1[C:4]([NH2:5])=[N:12][NH:13]2, predict the reactants needed to synthesize it. The reactants are: F[C:2]1[CH:9]=[CH:8][CH:7]=[C:6]([I:10])[C:3]=1[C:4]#[N:5].O.[NH2:12][NH2:13].O. (6) The reactants are: [Br:1][C:2]1[CH:3]=[C:4]([CH:7]=O)[S:5][CH:6]=1.C(O)(=O)[CH2:10][C:11]([OH:13])=[O:12].N1CCCCC1.Cl. Given the product [Br:1][C:2]1[CH:3]=[C:4]([CH:7]=[CH:10][C:11]([OH:13])=[O:12])[S:5][CH:6]=1, predict the reactants needed to synthesize it. (7) Given the product [N:80]1([C:52]2[N:53]=[C:54]([C:55]3[CH:60]=[N:59][C:58]([NH2:61])=[N:57][CH:56]=3)[C:49]3[CH2:48][CH2:47][N:46]([C:42]4[CH:43]=[CH:44][CH:45]=[C:40]([S:37]([N:34]5[CH2:35][CH2:36][NH:31][CH2:32][CH2:33]5)(=[O:39])=[O:38])[CH:41]=4)[C:50]=3[N:51]=2)[CH2:85][CH2:84][O:83][CH2:82][CH2:81]1, predict the reactants needed to synthesize it. The reactants are: C(OC(N1CCN(S(C2C=CC=C(Br)C=2)(=O)=O)CC1)=O)(C)(C)C.C(OC([N:31]1[CH2:36][CH2:35][N:34]([S:37]([C:40]2[CH:45]=[CH:44][CH:43]=[C:42]([N:46]3[C:50]4[N:51]=[C:52]([N:80]5[CH2:85][CH2:84][O:83][CH2:82][CH2:81]5)[N:53]=[C:54]([C:55]5[CH:56]=[N:57][C:58]([N:61](CC6C=CC(OC)=CC=6)CC6C=CC(OC)=CC=6)=[N:59][CH:60]=5)[C:49]=4[CH2:48][CH2:47]3)[CH:41]=2)(=[O:39])=[O:38])[CH2:33][CH2:32]1)=O)(C)(C)C. (8) Given the product [Cl:1][C:2]1[CH:3]=[CH:4][C:5]([C@@:8]2([CH3:38])[C@:12]([C:14]3[CH:15]=[CH:16][C:17]([Cl:20])=[CH:18][CH:19]=3)([CH3:13])[N:11]([C:21]([N:42]3[CH2:41][CH2:40][N:39]([CH2:45][C:46](=[O:47])[N:48]4[CH2:49][CH2:50][CH2:51][CH2:52]4)[CH2:44][CH2:43]3)=[O:22])[C:10]([C:24]3[CH:29]=[CH:28][C:27]([C:30]([CH3:31])([CH3:32])[C:33]#[N:34])=[CH:26][C:25]=3[O:35][CH2:36][CH3:37])=[N:9]2)=[CH:6][CH:7]=1, predict the reactants needed to synthesize it. The reactants are: [Cl:1][C:2]1[CH:7]=[CH:6][C:5]([C:8]2([CH3:38])[C:12]([C:14]3[CH:19]=[CH:18][C:17]([Cl:20])=[CH:16][CH:15]=3)([CH3:13])[N:11]([C:21](Cl)=[O:22])[C:10]([C:24]3[CH:29]=[CH:28][C:27]([C:30]([C:33]#[N:34])([CH3:32])[CH3:31])=[CH:26][C:25]=3[O:35][CH2:36][CH3:37])=[N:9]2)=[CH:4][CH:3]=1.[N:39]1([CH2:45][C:46]([N:48]2[CH2:52][CH2:51][CH2:50][CH2:49]2)=[O:47])[CH2:44][CH2:43][NH:42][CH2:41][CH2:40]1. (9) Given the product [I:31][C:30]1[CH:29]=[N:28][N:27]2[C:22]([C:4]3[CH:5]=[C:6]([NH:9][C:10](=[O:21])[C:11]4[CH:16]=[CH:15][CH:14]=[C:13]([C:17]([F:18])([F:20])[F:19])[CH:12]=4)[CH:7]=[CH:8][C:3]=3[O:2][CH3:1])=[CH:23][CH:24]=[N:25][C:26]=12, predict the reactants needed to synthesize it. The reactants are: [CH3:1][O:2][C:3]1[CH:8]=[CH:7][C:6]([NH:9][C:10](=[O:21])[C:11]2[CH:16]=[CH:15][CH:14]=[C:13]([C:17]([F:20])([F:19])[F:18])[CH:12]=2)=[CH:5][C:4]=1[C:22]1[N:27]2[N:28]=[CH:29][CH:30]=[C:26]2[N:25]=[CH:24][CH:23]=1.[I:31]N1C(=O)CCC1=O.